From a dataset of Ames mutagenicity test results for genotoxicity prediction. Regression/Classification. Given a drug SMILES string, predict its toxicity properties. Task type varies by dataset: regression for continuous values (e.g., LD50, hERG inhibition percentage) or binary classification for toxic/non-toxic outcomes (e.g., AMES mutagenicity, cardiotoxicity, hepatotoxicity). Dataset: ames. The result is 0 (non-mutagenic). The molecule is OCc1ccc(C(F)(F)F)cc1.